The task is: Regression. Given a peptide amino acid sequence and an MHC pseudo amino acid sequence, predict their binding affinity value. This is MHC class I binding data.. This data is from Peptide-MHC class I binding affinity with 185,985 pairs from IEDB/IMGT. (1) The peptide sequence is RVRWRNYAL. The MHC is HLA-B83:01 with pseudo-sequence HLA-B83:01. The binding affinity (normalized) is 0.201. (2) The peptide sequence is FHERGYVKL. The MHC is HLA-A02:16 with pseudo-sequence HLA-A02:16. The binding affinity (normalized) is 0.0847. (3) The peptide sequence is GMNDYLGIFK. The MHC is HLA-A31:01 with pseudo-sequence HLA-A31:01. The binding affinity (normalized) is 0.449.